This data is from NCI-60 drug combinations with 297,098 pairs across 59 cell lines. The task is: Regression. Given two drug SMILES strings and cell line genomic features, predict the synergy score measuring deviation from expected non-interaction effect. Drug 1: C1=CC(=CC=C1CCCC(=O)O)N(CCCl)CCCl. Drug 2: C(=O)(N)NO. Cell line: 786-0. Synergy scores: CSS=41.3, Synergy_ZIP=-2.26, Synergy_Bliss=-8.24, Synergy_Loewe=-5.90, Synergy_HSA=-7.77.